This data is from Forward reaction prediction with 1.9M reactions from USPTO patents (1976-2016). The task is: Predict the product of the given reaction. Given the reactants [Br:1][C:2]1[S:3][C:4]([Br:8])=[CH:5][C:6]=1I.[C:9]([C:11]1[CH:16]=[CH:15][C:14]([CH2:17][CH2:18][CH2:19][CH2:20][CH3:21])=[CH:13][CH:12]=1)#[CH:10], predict the reaction product. The product is: [Br:1][C:2]1[S:3][C:4]([Br:8])=[CH:5][C:6]=1[C:10]#[C:9][C:11]1[CH:16]=[CH:15][C:14]([CH2:17][CH2:18][CH2:19][CH2:20][CH3:21])=[CH:13][CH:12]=1.